This data is from Catalyst prediction with 721,799 reactions and 888 catalyst types from USPTO. The task is: Predict which catalyst facilitates the given reaction. (1) Reactant: [NH2:1][C@H:2]([C:6]([NH:8][C@H:9]([C:17]([NH:19][C:20]1[CH:25]=[CH:24][C:23]([CH2:26][O:27][C:28](=[O:84])[N:29]([CH2:31][CH2:32][N:33]([C:35]([O:37][C:38]2[CH:46]=[C:45]3[C:41]([C@H:42]([CH2:78][Cl:79])[CH2:43][N:44]3[C:47]([C:49]3[NH:50][C:51]4[C:56]([CH:57]=3)=[CH:55][C:54]([NH:58][C:59]([C:61]3[NH:62][C:63]5[C:68]([CH:69]=3)=[CH:67][C:66]([O:70][CH2:71][CH2:72][N:73]3[CH2:77][CH2:76][CH2:75][CH2:74]3)=[CH:65][CH:64]=5)=[O:60])=[CH:53][CH:52]=4)=[O:48])=[C:40]3[C:80]([CH3:83])=[CH:81][S:82][C:39]=23)=[O:36])[CH3:34])[CH3:30])=[CH:22][CH:21]=1)=[O:18])[CH2:10][CH2:11][CH2:12][NH:13][C:14](=[O:16])[NH2:15])=[O:7])[CH:3]([CH3:5])[CH3:4].O=C1CCC(=O)N1[O:92][C:93](=O)[CH2:94][CH2:95][CH2:96][CH2:97][CH2:98][N:99]1[C:103](=[O:104])[CH:102]=[CH:101][C:100]1=[O:105].C(N(CC)CC)C.C(Cl)Cl.CO. Product: [O:105]=[C:100]1[CH:101]=[CH:102][C:103](=[O:104])[N:99]1[CH2:98][CH2:97][CH2:96][CH2:95][CH2:94][C:93]([NH:1][C@H:2]([C:6]([NH:8][C@H:9]([C:17]([NH:19][C:20]1[CH:21]=[CH:22][C:23]([CH2:26][O:27][C:28](=[O:84])[N:29]([CH2:31][CH2:32][N:33]([C:35]([O:37][C:38]2[CH:46]=[C:45]3[C:41]([C@H:42]([CH2:78][Cl:79])[CH2:43][N:44]3[C:47]([C:49]3[NH:50][C:51]4[C:56]([CH:57]=3)=[CH:55][C:54]([NH:58][C:59]([C:61]3[NH:62][C:63]5[C:68]([CH:69]=3)=[CH:67][C:66]([O:70][CH2:71][CH2:72][N:73]3[CH2:74][CH2:75][CH2:76][CH2:77]3)=[CH:65][CH:64]=5)=[O:60])=[CH:53][CH:52]=4)=[O:48])=[C:40]3[C:80]([CH3:83])=[CH:81][S:82][C:39]=23)=[O:36])[CH3:34])[CH3:30])=[CH:24][CH:25]=1)=[O:18])[CH2:10][CH2:11][CH2:12][NH:13][C:14](=[O:16])[NH2:15])=[O:7])[CH:3]([CH3:4])[CH3:5])=[O:92]. The catalyst class is: 2. (2) Reactant: C[O:2][C:3](=[O:41])[CH:4]([C:9]1[CH:10]=[C:11]([C:31]2[CH:36]=[CH:35][C:34]([C:37]([F:40])([F:39])[F:38])=[CH:33][CH:32]=2)[CH:12]=[C:13]([N:15]([CH:17]([C:23]2[CH:28]=[C:27]([F:29])[CH:26]=[C:25]([F:30])[CH:24]=2)[CH2:18][CH2:19][CH:20]([CH3:22])[CH3:21])[CH3:16])[CH:14]=1)[CH2:5][CH:6]([CH3:8])[CH3:7].CI.C([O-])([O-])=O.[Cs+].[Cs+]. Product: [F:29][C:27]1[CH:28]=[C:23]([CH:17]([N:15]([CH3:16])[C:13]2[CH:14]=[C:9]([CH:4]([CH2:5][CH:6]([CH3:8])[CH3:7])[C:3]([OH:41])=[O:2])[CH:10]=[C:11]([C:31]3[CH:36]=[CH:35][C:34]([C:37]([F:39])([F:40])[F:38])=[CH:33][CH:32]=3)[CH:12]=2)[CH2:18][CH2:19][CH:20]([CH3:22])[CH3:21])[CH:24]=[C:25]([F:30])[CH:26]=1. The catalyst class is: 10.